Predict the product of the given reaction. From a dataset of Forward reaction prediction with 1.9M reactions from USPTO patents (1976-2016). (1) Given the reactants [CH3:1][C:2]([C:7]1[CH:12]=[CH:11][C:10]([OH:13])=[CH:9][CH:8]=1)([CH3:6])[C:3]([OH:5])=[O:4].S(Cl)(Cl)=O.[CH3:18]O, predict the reaction product. The product is: [OH:13][C:10]1[CH:9]=[CH:8][C:7]([C:2]([CH3:1])([CH3:6])[C:3]([O:5][CH3:18])=[O:4])=[CH:12][CH:11]=1. (2) Given the reactants [CH3:1][C:2]1[C:10]([N+:11]([O-:13])=[O:12])=[CH:9][C:5]([C:6]([OH:8])=[O:7])=[CH:4][C:3]=1[N+:14]([O-])=O.S(S([O-])=O)([O-])=O.[Na+].[Na+], predict the reaction product. The product is: [NH2:14][C:3]1[CH:4]=[C:5]([CH:9]=[C:10]([N+:11]([O-:13])=[O:12])[C:2]=1[CH3:1])[C:6]([OH:8])=[O:7].